Task: Predict which catalyst facilitates the given reaction.. Dataset: Catalyst prediction with 721,799 reactions and 888 catalyst types from USPTO (1) Reactant: [C:1]1([C:7]2[C:11]3[CH2:12][NH:13][CH2:14][CH2:15][C:10]=3[NH:9][N:8]=2)[CH:6]=[CH:5][CH:4]=[CH:3][CH:2]=1.[C:16]1([CH2:22][C:23](O)=[O:24])[CH:21]=[CH:20][CH:19]=[CH:18][CH:17]=1.CN(C(ON1N=NC2C=CC=NC1=2)=[N+](C)C)C.F[P-](F)(F)(F)(F)F.CCN(C(C)C)C(C)C. Product: [C:16]1([CH2:22][C:23]([N:13]2[CH2:14][CH2:15][C:10]3[NH:9][N:8]=[C:7]([C:1]4[CH:2]=[CH:3][CH:4]=[CH:5][CH:6]=4)[C:11]=3[CH2:12]2)=[O:24])[CH:21]=[CH:20][CH:19]=[CH:18][CH:17]=1. The catalyst class is: 34. (2) The catalyst class is: 48. Reactant: [C:1]1([CH:7]([C:26]2[CH:31]=[CH:30][CH:29]=[CH:28][CH:27]=2)[CH2:8][CH2:9][O:10][C:11](=[O:25])[CH2:12][C:13](=[O:24])[CH2:14][O:15][CH2:16][CH2:17][CH:18]2[CH2:23][CH2:22][CH2:21][CH2:20][CH2:19]2)[CH:6]=[CH:5][CH:4]=[CH:3][CH:2]=1.[Cl:32][C:33]1[CH:34]=[C:35]([CH:38]=[CH:39][CH:40]=1)[CH:36]=O.N1CCCCC1.C1(C)C=CC(S(O)(=O)=O)=CC=1. Product: [C:1]1([CH:7]([C:26]2[CH:31]=[CH:30][CH:29]=[CH:28][CH:27]=2)[CH2:8][CH2:9][O:10][C:11](=[O:25])[C:12]([C:13](=[O:24])[CH2:14][O:15][CH2:16][CH2:17][CH:18]2[CH2:19][CH2:20][CH2:21][CH2:22][CH2:23]2)=[CH:36][C:35]2[CH:38]=[CH:39][CH:40]=[C:33]([Cl:32])[CH:34]=2)[CH:2]=[CH:3][CH:4]=[CH:5][CH:6]=1. (3) The catalyst class is: 19. Product: [C:1]([N:8]1[CH2:13][CH2:12][CH:11]([O:14][C:15]2[CH:20]=[C:19]([C:21]([F:24])([F:23])[F:22])[CH:18]=[C:17]([NH2:25])[CH:16]=2)[CH2:10][CH2:9]1)([O:3][C:4]([CH3:7])([CH3:6])[CH3:5])=[O:2]. Reactant: [C:1]([N:8]1[CH2:13][CH2:12][CH:11]([O:14][C:15]2[CH:20]=[C:19]([C:21]([F:24])([F:23])[F:22])[CH:18]=[C:17]([N+:25]([O-])=O)[CH:16]=2)[CH2:10][CH2:9]1)([O:3][C:4]([CH3:7])([CH3:6])[CH3:5])=[O:2]. (4) Reactant: Cl[C:2]1[C:7]2[N:8]=[C:9]([S:12][CH3:13])[N:10]=[CH:11][C:6]=2[CH:5]=[C:4]([CH3:14])[N:3]=1.[CH3:15][O:16][C:17]([CH3:21])([CH3:20])[CH2:18][NH2:19].C(N(CC)CC)C. Product: [CH3:15][O:16][C:17]([CH3:21])([CH3:20])[CH2:18][NH:19][C:2]1[C:7]2[N:8]=[C:9]([S:12][CH3:13])[N:10]=[CH:11][C:6]=2[CH:5]=[C:4]([CH3:14])[N:3]=1. The catalyst class is: 296. (5) Reactant: O=[C:2]1[C:9]2[CH:8]=[C:7]([C:10]([O:12][CH3:13])=[O:11])[NH:6][C:5]=2[CH2:4][CH2:3]1.[F:14][C:15]1[CH:23]=[C:22]([F:24])[CH:21]=[CH:20][C:16]=1[CH2:17][Mg]Cl. Product: [F:14][C:15]1[CH:23]=[C:22]([F:24])[CH:21]=[CH:20][C:16]=1[CH2:17][CH:2]1[C:9]2[CH:8]=[C:7]([C:10]([O:12][CH3:13])=[O:11])[NH:6][C:5]=2[CH2:4][CH2:3]1. The catalyst class is: 45.